From a dataset of Full USPTO retrosynthesis dataset with 1.9M reactions from patents (1976-2016). Predict the reactants needed to synthesize the given product. Given the product [O:1]1[C:5]2([CH2:10][CH2:9][CH:8]([C:11]([NH2:16])=[O:13])[CH2:7][CH2:6]2)[O:4][CH2:3][CH2:2]1, predict the reactants needed to synthesize it. The reactants are: [O:1]1[C:5]2([CH2:10][CH2:9][CH:8]([C:11]([OH:13])=O)[CH2:7][CH2:6]2)[O:4][CH2:3][CH2:2]1.C([N:16](CC)CC)C.ClC(OCCC)=O.N.